Dataset: Full USPTO retrosynthesis dataset with 1.9M reactions from patents (1976-2016). Task: Predict the reactants needed to synthesize the given product. (1) Given the product [C:17]([N:16]([CH2:27][CH3:28])[C:14](=[O:15])[C:13]1[C:19]([Si:23]([CH3:25])([CH3:24])[CH3:26])=[CH:20][CH:21]=[CH:22][C:12]=1[Cl:11])(=[O:34])[CH3:18], predict the reactants needed to synthesize it. The reactants are: C[Si]([N-][Si](C)(C)C)(C)C.[Na+].[Cl:11][C:12]1[CH:22]=[CH:21][CH:20]=[C:19]([Si:23]([CH3:26])([CH3:25])[CH3:24])[C:13]=1[C:14]([NH:16][CH2:17][CH3:18])=[O:15].[C:27](Cl)(=O)[CH3:28].C1C[O:34]CC1. (2) Given the product [Cl:11][C:9]1[N:10]=[C:3]2[C:2]([C:17]3[CH:18]=[CH:19][CH:20]=[CH:21][C:16]=3[O:15][CH:12]([CH3:14])[CH3:13])=[CH:7][CH:6]=[CH:5][N:4]2[N:8]=1, predict the reactants needed to synthesize it. The reactants are: Br[C:2]1[C:3]2[N:4]([N:8]=[C:9]([Cl:11])[N:10]=2)[CH:5]=[CH:6][CH:7]=1.[CH:12]([O:15][C:16]1[CH:21]=[CH:20][CH:19]=[CH:18][C:17]=1B(O)O)([CH3:14])[CH3:13]. (3) Given the product [Cl:10][C:11]1[CH:17]=[CH:16][C:14]([NH:15][C:7]([C:5]2[S:6][C:2]([C:21]3[CH:22]=[CH:23][N:18]=[CH:19][CH:20]=3)=[CH:3][CH:4]=2)=[O:8])=[CH:13][CH:12]=1, predict the reactants needed to synthesize it. The reactants are: Br[C:2]1[S:6][C:5]([C:7](Cl)=[O:8])=[CH:4][CH:3]=1.[Cl:10][C:11]1[CH:17]=[CH:16][C:14]([NH2:15])=[CH:13][CH:12]=1.[N:18]1[CH:23]=[CH:22][C:21](B(O)O)=[CH:20][CH:19]=1. (4) The reactants are: [NH2:1][C:2]1[CH:3]=[CH:4][C:5]2[C:10](=[O:11])[O:9][C:8]([CH3:13])([CH3:12])[O:7][C:6]=2[CH:14]=1.CCN(C(C)C)C(C)C.[CH:24]1([CH2:29][CH2:30][C:31](Cl)=[O:32])[CH2:28][CH2:27][CH2:26][CH2:25]1. Given the product [CH:24]1([CH2:29][CH2:30][C:31]([NH:1][C:2]2[CH:3]=[CH:4][C:5]3[C:10](=[O:11])[O:9][C:8]([CH3:12])([CH3:13])[O:7][C:6]=3[CH:14]=2)=[O:32])[CH2:28][CH2:27][CH2:26][CH2:25]1, predict the reactants needed to synthesize it.